From a dataset of NCI-60 drug combinations with 297,098 pairs across 59 cell lines. Regression. Given two drug SMILES strings and cell line genomic features, predict the synergy score measuring deviation from expected non-interaction effect. (1) Drug 1: CC1=C(C(=O)C2=C(C1=O)N3CC4C(C3(C2COC(=O)N)OC)N4)N. Drug 2: C1C(C(OC1N2C=NC(=NC2=O)N)CO)O. Cell line: NCI-H460. Synergy scores: CSS=57.2, Synergy_ZIP=-0.640, Synergy_Bliss=-1.76, Synergy_Loewe=-3.03, Synergy_HSA=0.933. (2) Synergy scores: CSS=20.4, Synergy_ZIP=-10.1, Synergy_Bliss=-0.425, Synergy_Loewe=-3.56, Synergy_HSA=2.52. Cell line: SK-MEL-28. Drug 2: C1CN1C2=NC(=NC(=N2)N3CC3)N4CC4. Drug 1: CC1=C2C(C(=O)C3(C(CC4C(C3C(C(C2(C)C)(CC1OC(=O)C(C(C5=CC=CC=C5)NC(=O)C6=CC=CC=C6)O)O)OC(=O)C7=CC=CC=C7)(CO4)OC(=O)C)O)C)OC(=O)C. (3) Drug 1: C1CCN(CC1)CCOC2=CC=C(C=C2)C(=O)C3=C(SC4=C3C=CC(=C4)O)C5=CC=C(C=C5)O. Cell line: A498. Synergy scores: CSS=-2.11, Synergy_ZIP=-1.60, Synergy_Bliss=-2.18, Synergy_Loewe=-2.90, Synergy_HSA=-2.30. Drug 2: CC1=CC=C(C=C1)C2=CC(=NN2C3=CC=C(C=C3)S(=O)(=O)N)C(F)(F)F.